From a dataset of Forward reaction prediction with 1.9M reactions from USPTO patents (1976-2016). Predict the product of the given reaction. (1) Given the reactants [C@@H]1(C2C=CC=C(CC3[S:20]C(CC)=CC=3)C=2)O[C@H](CO)[C@@H](O)[C@H](O)[C@H]1O.[C:26]([NH:34][CH2:35][C:36](=O)[CH2:37][C:38]1[CH:43]=[C:42]([Br:44])[CH:41]=[CH:40][C:39]=1[Cl:45])(=O)[C:27]1[CH:32]=[CH:31][CH:30]=[CH:29][CH:28]=1.COC1C=CC(P2(SP(C3C=CC(OC)=CC=3)(=S)S2)=S)=CC=1, predict the reaction product. The product is: [Br:44][C:42]1[CH:41]=[CH:40][C:39]([Cl:45])=[C:38]([CH2:37][C:36]2[S:20][C:26]([C:27]3[CH:32]=[CH:31][CH:30]=[CH:29][CH:28]=3)=[N:34][CH:35]=2)[CH:43]=1. (2) Given the reactants [CH3:1][O:2][C:3]([C:5]1[CH:9]=[C:8]([N+:10]([O-])=O)[NH:7][N:6]=1)=[O:4], predict the reaction product. The product is: [CH3:1][O:2][C:3]([C:5]1[CH:9]=[C:8]([NH2:10])[NH:7][N:6]=1)=[O:4].